This data is from Full USPTO retrosynthesis dataset with 1.9M reactions from patents (1976-2016). The task is: Predict the reactants needed to synthesize the given product. (1) Given the product [CH:1]([N:4]1[CH2:9][CH2:8][N:7]([C:11]2[N:16]=[CH:15][C:14]([N+:17]([O-:19])=[O:18])=[CH:13][N:12]=2)[CH2:6][CH2:5]1)([CH3:3])[CH3:2], predict the reactants needed to synthesize it. The reactants are: [CH:1]([N:4]1[CH2:9][CH2:8][NH:7][CH2:6][CH2:5]1)([CH3:3])[CH3:2].Cl[C:11]1[N:16]=[CH:15][C:14]([N+:17]([O-:19])=[O:18])=[CH:13][N:12]=1. (2) Given the product [CH3:20][C:17]1([CH3:21])[C:16]2[C:11]([O:10][C:7]3[N:8]=[CH:9][C:4]([NH2:1])=[CH:5][CH:6]=3)=[CH:12][CH:13]=[C:14]([CH3:22])[C:15]=2[O:19][CH2:18]1, predict the reactants needed to synthesize it. The reactants are: [N+:1]([C:4]1[CH:5]=[CH:6][C:7]([O:10][C:11]2[C:16]3[C:17]([CH3:21])([CH3:20])[CH2:18][O:19][C:15]=3[C:14]([CH3:22])=[CH:13][CH:12]=2)=[N:8][CH:9]=1)([O-])=O. (3) The reactants are: Cl.[CH3:2][C@@H:3]1[C:8](=[O:9])[NH:7][C:6]2[CH:10]=[C:11]([CH2:14][NH2:15])[CH:12]=[CH:13][C:5]=2[O:4]1.[F:16][C:17]([F:23])([F:22])[CH2:18][CH2:19][CH:20]=O.C(N(CC)CC)C.[BH4-].[Na+]. Given the product [CH3:2][C@@H:3]1[C:8](=[O:9])[NH:7][C:6]2[CH:10]=[C:11]([CH2:14][NH:15][CH2:20][CH2:19][CH2:18][C:17]([F:23])([F:22])[F:16])[CH:12]=[CH:13][C:5]=2[O:4]1, predict the reactants needed to synthesize it. (4) The reactants are: [I:1][C:2]1[CH:3]=[C:4]([C:12]2[N:16]=[C:15]([C:17]3[CH:22]=[CH:21][C:20]([O:23][CH2:24][CH2:25][CH3:26])=[C:19]([N+:27]([O-:29])=[O:28])[CH:18]=3)[O:14][N:13]=2)[CH:5]=[CH:6][C:7]=1[O:8]C(C)C.ClC1C=C(C2ON=C(C3C=CC(OC(C)C)=C(I)C=3)N=2)C=CC=1OCCC. Given the product [I:1][C:2]1[CH:3]=[C:4]([C:12]2[N:16]=[C:15]([C:17]3[CH:22]=[CH:21][C:20]([O:23][CH2:24][CH2:25][CH3:26])=[C:19]([N+:27]([O-:29])=[O:28])[CH:18]=3)[O:14][N:13]=2)[CH:5]=[CH:6][C:7]=1[OH:8], predict the reactants needed to synthesize it. (5) Given the product [CH2:26]([O:33][N:34]1[C:37]2([CH:42]=[CH:41][C:40](=[CH2:1])[CH:39]([O:44][Si:45]([C:48]([CH3:51])([CH3:49])[CH3:50])([CH3:47])[CH3:46])[CH:38]2[O:52][Si:53]([CH3:54])([CH3:56])[CH3:55])[CH2:36][C:35]1=[O:57])[C:27]1[CH:32]=[CH:31][CH:30]=[CH:29][CH:28]=1, predict the reactants needed to synthesize it. The reactants are: [CH3:1][P+](C1C=CC=CC=1)(C1C=CC=CC=1)C1C=CC=CC=1.C([Li])CCC.[CH2:26]([O:33][N:34]1[C:37]2([CH:42]=[CH:41][C:40](=O)[CH:39]([O:44][Si:45]([C:48]([CH3:51])([CH3:50])[CH3:49])([CH3:47])[CH3:46])[CH:38]2[O:52][Si:53]([CH3:56])([CH3:55])[CH3:54])[CH2:36][C:35]1=[O:57])[C:27]1[CH:32]=[CH:31][CH:30]=[CH:29][CH:28]=1.